Dataset: Forward reaction prediction with 1.9M reactions from USPTO patents (1976-2016). Task: Predict the product of the given reaction. (1) The product is: [NH2:12][C:9]1[CH:10]=[CH:11][C:6]2[O:5][CH2:4][C:3](=[O:15])[N:2]([CH3:1])[C:7]=2[CH:8]=1. Given the reactants [CH3:1][N:2]1[C:7]2[CH:8]=[C:9]([N+:12]([O-])=O)[CH:10]=[CH:11][C:6]=2[O:5][CH2:4][C:3]1=[O:15], predict the reaction product. (2) Given the reactants [Cl:1][C:2]1[CH:3]=[C:4]([C:9](=[O:15])[CH2:10][CH2:11][C:12]([OH:14])=[O:13])[CH:5]=[CH:6][C:7]=1[Cl:8].[O:16]=[C:17]1[O:23][C@H:22]([C@H:24]([CH2:26]O)[OH:25])[C:20]([OH:21])=[C:18]1[OH:19], predict the reaction product. The product is: [Cl:1][C:2]1[CH:3]=[C:4]([C:9](=[O:15])[CH2:10][CH2:11][C:12]([O:14][CH2:26][C@@H:24]([C@@H:22]2[C:20]([OH:21])=[C:18]([OH:19])[C:17](=[O:16])[O:23]2)[OH:25])=[O:13])[CH:5]=[CH:6][C:7]=1[Cl:8]. (3) Given the reactants [C:1]([C:3]1[CH:8]=[CH:7][C:6]([C:9]#[N:10])=[CH:5][CH:4]=1)#[N:2].[CH2:11]([Mg]Br)[CH3:12], predict the reaction product. The product is: [NH2:2][C:1]1([C:3]2[CH:8]=[CH:7][C:6]([C:9]#[N:10])=[CH:5][CH:4]=2)[CH2:12][CH2:11]1.